This data is from Catalyst prediction with 721,799 reactions and 888 catalyst types from USPTO. The task is: Predict which catalyst facilitates the given reaction. Reactant: C(Cl)(=O)C(Cl)=O.CS(C)=O.[CH2:11]([O:13][P:14]([C:19]([F:36])([F:35])[CH:20]([OH:34])[CH2:21][C:22]([C:25]1[CH:30]=[C:29]([F:31])[CH:28]=[CH:27][C:26]=1[O:32][CH3:33])([CH3:24])[CH3:23])(=[O:18])[O:15][CH2:16][CH3:17])[CH3:12].C(N(CC)CC)C. Product: [CH2:16]([O:15][P:14]([C:19]([F:35])([F:36])[C:20](=[O:34])[CH2:21][C:22]([C:25]1[CH:30]=[C:29]([F:31])[CH:28]=[CH:27][C:26]=1[O:32][CH3:33])([CH3:23])[CH3:24])(=[O:18])[O:13][CH2:11][CH3:12])[CH3:17]. The catalyst class is: 4.